From a dataset of NCI-60 drug combinations with 297,098 pairs across 59 cell lines. Regression. Given two drug SMILES strings and cell line genomic features, predict the synergy score measuring deviation from expected non-interaction effect. (1) Synergy scores: CSS=15.8, Synergy_ZIP=-2.92, Synergy_Bliss=-0.819, Synergy_Loewe=-7.13, Synergy_HSA=-1.26. Cell line: 786-0. Drug 2: C(=O)(N)NO. Drug 1: C1CCC(CC1)NC(=O)N(CCCl)N=O. (2) Drug 1: CC1CC2CCC3C(=C)CC(O3)CCC45CC6C(O4)C7C(O6)C(O5)C8C(O7)CCC(O8)CC(=O)CC9C(CC(C1=C)O2)OC(C9OC)CC(CN)O.CS(=O)(=O)O. Drug 2: CC1C(C(CC(O1)OC2CC(CC3=C2C(=C4C(=C3O)C(=O)C5=CC=CC=C5C4=O)O)(C(=O)C)O)N)O. Cell line: UACC-257. Synergy scores: CSS=58.2, Synergy_ZIP=-4.56, Synergy_Bliss=-4.06, Synergy_Loewe=1.29, Synergy_HSA=1.91. (3) Drug 1: CCN(CC)CCCC(C)NC1=C2C=C(C=CC2=NC3=C1C=CC(=C3)Cl)OC. Drug 2: C(CCl)NC(=O)N(CCCl)N=O. Cell line: HCT116. Synergy scores: CSS=60.9, Synergy_ZIP=-1.12, Synergy_Bliss=-0.444, Synergy_Loewe=0.985, Synergy_HSA=2.07. (4) Drug 1: COC1=C(C=C2C(=C1)N=CN=C2NC3=CC(=C(C=C3)F)Cl)OCCCN4CCOCC4. Drug 2: C1=CC(=CC=C1CC(C(=O)O)N)N(CCCl)CCCl.Cl. Cell line: OVCAR3. Synergy scores: CSS=39.1, Synergy_ZIP=-0.397, Synergy_Bliss=5.61, Synergy_Loewe=3.64, Synergy_HSA=7.71. (5) Drug 1: CC12CCC3C(C1CCC2O)C(CC4=C3C=CC(=C4)O)CCCCCCCCCS(=O)CCCC(C(F)(F)F)(F)F. Drug 2: CC1=C(C(=O)C2=C(C1=O)N3CC4C(C3(C2COC(=O)N)OC)N4)N. Cell line: TK-10. Synergy scores: CSS=-0.877, Synergy_ZIP=0.598, Synergy_Bliss=2.68, Synergy_Loewe=-13.7, Synergy_HSA=-2.34. (6) Drug 1: COC1=C(C=C2C(=C1)N=CN=C2NC3=CC(=C(C=C3)F)Cl)OCCCN4CCOCC4. Drug 2: CN1C2=C(C=C(C=C2)N(CCCl)CCCl)N=C1CCCC(=O)O.Cl. Cell line: OVCAR3. Synergy scores: CSS=33.5, Synergy_ZIP=-9.39, Synergy_Bliss=-0.618, Synergy_Loewe=-10.4, Synergy_HSA=1.87. (7) Drug 1: C1=NNC2=C1C(=O)NC=N2. Drug 2: C1C(C(OC1N2C=NC(=NC2=O)N)CO)O. Cell line: TK-10. Synergy scores: CSS=3.77, Synergy_ZIP=-0.618, Synergy_Bliss=0.418, Synergy_Loewe=-0.554, Synergy_HSA=-0.787. (8) Drug 1: C1CCC(CC1)NC(=O)N(CCCl)N=O. Drug 2: CCC1=C2CN3C(=CC4=C(C3=O)COC(=O)C4(CC)O)C2=NC5=C1C=C(C=C5)O. Cell line: A498. Synergy scores: CSS=23.7, Synergy_ZIP=-9.08, Synergy_Bliss=-1.52, Synergy_Loewe=-12.4, Synergy_HSA=-1.31. (9) Drug 1: CC1CCC2CC(C(=CC=CC=CC(CC(C(=O)C(C(C(=CC(C(=O)CC(OC(=O)C3CCCCN3C(=O)C(=O)C1(O2)O)C(C)CC4CCC(C(C4)OC)OCCO)C)C)O)OC)C)C)C)OC. Drug 2: B(C(CC(C)C)NC(=O)C(CC1=CC=CC=C1)NC(=O)C2=NC=CN=C2)(O)O. Cell line: SK-MEL-28. Synergy scores: CSS=35.4, Synergy_ZIP=-0.289, Synergy_Bliss=-2.09, Synergy_Loewe=-18.3, Synergy_HSA=-11.0.